Dataset: Full USPTO retrosynthesis dataset with 1.9M reactions from patents (1976-2016). Task: Predict the reactants needed to synthesize the given product. (1) Given the product [F:1][C:2]1[CH:7]=[CH:6][CH:5]=[C:4]([F:8])[C:3]=1[N:9]1[C:14]2[N:15]=[C:16]([NH:28][CH2:29][CH2:30][N:31]([CH3:33])[CH3:32])[N:17]=[C:18]([C:19]3[CH:20]=[C:21]([CH:25]=[CH:26][CH:27]=3)[C:22]([NH:38][CH3:37])=[O:24])[C:13]=2[CH2:12][NH:11][C:10]1=[O:34], predict the reactants needed to synthesize it. The reactants are: [F:1][C:2]1[CH:7]=[CH:6][CH:5]=[C:4]([F:8])[C:3]=1[N:9]1[C:14]2[N:15]=[C:16]([NH:28][CH2:29][CH2:30][N:31]([CH3:33])[CH3:32])[N:17]=[C:18]([C:19]3[CH:20]=[C:21]([CH:25]=[CH:26][CH:27]=3)[C:22]([OH:24])=O)[C:13]=2[CH2:12][NH:11][C:10]1=[O:34].CN.[CH3:37][N:38](C(ON1N=NC2C=CC=NC1=2)=[N+](C)C)C.F[P-](F)(F)(F)(F)F.C(N(C(C)C)CC)(C)C. (2) Given the product [Cl:1][C:2]1[CH:22]=[CH:21][C:5]2[NH:6][C:7]([CH2:9][N:10]3[C:11]4[CH:15]=[CH:14][NH:13][C:12]=4[C:16](=[O:18])[NH:36][C:37]3=[S:38])=[N:8][C:4]=2[CH:3]=1, predict the reactants needed to synthesize it. The reactants are: [Cl:1][C:2]1[CH:22]=[CH:21][C:5]2[NH:6][C:7]([CH2:9][NH:10][C:11]3[CH:15]=[CH:14][NH:13][C:12]=3[C:16]([O:18]CC)=O)=[N:8][C:4]=2[CH:3]=1.CN(C=O)C.C([N:36]=[C:37]=[S:38])(=O)C1C=CC=CC=1. (3) Given the product [CH2:12]([O:9][C:8]([CH:2]1[CH2:7][CH2:6][CH2:5][CH2:4][CH2:3]1)=[O:10])[CH2:13][CH3:14], predict the reactants needed to synthesize it. The reactants are: [Na+].[CH:2]1([C:8]([O-:10])=[O:9])[CH2:7][CH2:6][CH2:5][CH2:4][CH2:3]1.Br[CH2:12][CH2:13][CH3:14]. (4) Given the product [C:1]([O:5][C:6](=[O:24])[NH:7][C:8]1[CH2:9][O:10][CH2:11][C@:12]([C:16]2[CH:21]=[C:20]([NH:22][C:32]([C:29]3[CH:28]=[CH:27][C:26]([Cl:25])=[CH:31][N:30]=3)=[O:33])[CH:19]=[CH:18][C:17]=2[F:23])([CH2:14][F:15])[N:13]=1)([CH3:4])([CH3:2])[CH3:3], predict the reactants needed to synthesize it. The reactants are: [C:1]([O:5][C:6](=[O:24])[NH:7][C:8]1[CH2:9][O:10][CH2:11][C@:12]([C:16]2[CH:21]=[C:20]([NH2:22])[CH:19]=[CH:18][C:17]=2[F:23])([CH2:14][F:15])[N:13]=1)([CH3:4])([CH3:3])[CH3:2].[Cl:25][C:26]1[CH:27]=[CH:28][C:29]([C:32](O)=[O:33])=[N:30][CH:31]=1.C1C=NC2N(O)N=NC=2C=1.C(Cl)CCl.